From a dataset of Reaction yield outcomes from USPTO patents with 853,638 reactions. Predict the reaction yield, written as a fraction of the theoretical maximum amount of product (1.0 means a 100% yield; for example, 0.34 means a 34% yield). (1) The reactants are [CH2:1]([O:3][C:4](=[O:13])[C:5]1[CH:10]=[CH:9][C:8](Cl)=[N:7][C:6]=1[Cl:12])[CH3:2].[C:14]([N:21]1[CH2:26][CH2:25][NH:24][CH2:23][CH2:22]1)([O:16][C:17]([CH3:20])([CH3:19])[CH3:18])=[O:15].CCN(CC)CC. The catalyst is C1COCC1. The product is [C:17]([O:16][C:14]([N:21]1[CH2:26][CH2:25][N:24]([C:8]2[CH:9]=[CH:10][C:5]([C:4]([O:3][CH2:1][CH3:2])=[O:13])=[C:6]([Cl:12])[N:7]=2)[CH2:23][CH2:22]1)=[O:15])([CH3:20])([CH3:18])[CH3:19]. The yield is 0.160. (2) The reactants are C(Cl)(=O)C(Cl)=O.[O:7]=[C:8]([C:12]1[O:13][CH:14]=[CH:15][CH:16]=1)[C:9]([OH:11])=[O:10].[N:17]12[CH2:24][CH2:23][CH:20]([CH2:21][CH2:22]1)[C@@H:19](O)[CH2:18]2. The catalyst is CN(C)C=O.C(Cl)(Cl)Cl. The product is [N:17]12[CH2:24][CH2:23][CH:20]([CH2:21][CH2:22]1)[C@@H:19]([O:10][C:9](=[O:11])[C:8](=[O:7])[C:12]1[O:13][CH:14]=[CH:15][CH:16]=1)[CH2:18]2. The yield is 0.525. (3) The reactants are [F:1][C:2]([F:25])([F:24])[C:3]1[CH:4]=[C:5]([NH:13][C:14](=[O:23])[C:15]2[CH:20]=[C:19]([I:21])[CH:18]=[CH:17][C:16]=2[OH:22])[CH:6]=[C:7]([C:9]([F:12])([F:11])[F:10])[CH:8]=1.[CH3:26][O:27][CH2:28]Cl.C(=O)([O-])[O-].[K+].[K+].Cl. The catalyst is CC(C)=O. The product is [F:25][C:2]([F:1])([F:24])[C:3]1[CH:4]=[C:5]([NH:13][C:14](=[O:23])[C:15]2[CH:20]=[C:19]([I:21])[CH:18]=[CH:17][C:16]=2[O:22][CH2:26][O:27][CH3:28])[CH:6]=[C:7]([C:9]([F:10])([F:11])[F:12])[CH:8]=1. The yield is 0.763. (4) The reactants are [CH2:1]([O:3][C:4]1[CH:9]=[C:8]([CH:10]=[CH2:11])[CH:7]=[CH:6][C:5]=1[N+:12]([O-:14])=[O:13])[CH3:2].[CH3:15][N:16]1[CH2:21][CH2:20][NH:19][CH2:18][CH2:17]1. The catalyst is CC(O)C. The product is [CH2:1]([O:3][C:4]1[CH:9]=[C:8]([CH2:10][CH2:11][N:19]2[CH2:20][CH2:21][N:16]([CH3:15])[CH2:17][CH2:18]2)[CH:7]=[CH:6][C:5]=1[N+:12]([O-:14])=[O:13])[CH3:2]. The yield is 0.880. (5) The reactants are C12CC3CC(CC(C3)C1)C2.C(N(CC)CC)C.F[P-](F)(F)(F)(F)F.N1(O[P+](N(C)C)(N(C)C)N(C)C)[C:29]2[CH:30]=[CH:31][CH:32]=[CH:33][C:28]=2N=N1.[CH3:45][O:46][C:47]1[C:52]([O:53][CH3:54])=[CH:51][C:50]([CH2:55][C:56]([OH:58])=[O:57])=[C:49]([CH2:59][N:60](C2C=CC=CC=2)[C:61]([CH3:63])=[O:62])[CH:48]=1. The catalyst is CN(C=O)C. The product is [CH3:45][O:46][C:47]1[C:52]([O:53][CH3:54])=[CH:51][C:50]([CH2:55][C:56]([OH:58])=[O:57])=[C:49]([CH2:59][NH:60][C:61](=[O:62])[CH2:63][C:28]2[CH:29]=[CH:30][CH:31]=[CH:32][CH:33]=2)[CH:48]=1. The yield is 0.530. (6) The reactants are [Cl-].[Ce+3].[Cl-].[Cl-].[BH4-:5].[Na+].[CH3:7][O:8][C:9]1[CH:14]=[CH:13][C:12]([PH:15](=O)[C:16]2[CH:21]=[CH:20][C:19]([O:22][CH3:23])=[CH:18][CH:17]=2)=[CH:11][CH:10]=1.[H-].[Al+3].[Li+].[H-].[H-].[H-].Cl. The catalyst is C1COCC1.C1(C)C=CC=CC=1.O. The product is [CH3:23][O:22][C:19]1[CH:18]=[CH:17][C:16]([PH:15][C:12]2[CH:13]=[CH:14][C:9]([O:8][CH3:7])=[CH:10][CH:11]=2)=[CH:21][CH:20]=1.[BH3:5]. The yield is 0.413. (7) The reactants are [ClH:1].C(OCC)C.[F:7][C:8]1[CH:13]=[CH:12][C:11]([NH:14][C:15]2[N:20]=[C:19]([NH:21][CH2:22][CH2:23][CH3:24])[N:18]=[C:17]([NH:25][CH2:26][C:27]#[CH:28])[N:16]=2)=[CH:10][CH:9]=1. The catalyst is C(OCC)C. The product is [ClH:1].[F:7][C:8]1[CH:9]=[CH:10][C:11]([NH:14][C:15]2[N:16]=[C:17]([NH:25][CH2:26][CH2:27][CH3:28])[N:18]=[C:19]([NH:21][CH2:22][C:23]#[CH:24])[N:20]=2)=[CH:12][CH:13]=1. The yield is 0.930. (8) The reactants are Cl[C:2]1[CH:3]=[CH:4][C:5]2[N:6]([C:8]([CH2:11][NH:12][C:13](=[O:19])[O:14][C:15]([CH3:18])([CH3:17])[CH3:16])=[N:9][N:10]=2)[N:7]=1.[CH3:20][CH:21]([CH3:26])[CH:22]([OH:25])[C:23]#[CH:24].C(N(CC)CC)C. The catalyst is CC#N.C(Cl)Cl.C1C=CC(P(C2C=CC=CC=2)[C-]2C=CC=C2)=CC=1.C1C=CC(P(C2C=CC=CC=2)[C-]2C=CC=C2)=CC=1.Cl[Pd]Cl.[Fe+2].C(Cl)Cl.[Cu]I. The product is [OH:25][CH:22]([CH:21]([CH3:26])[CH3:20])[C:23]#[C:24][C:2]1[CH:3]=[CH:4][C:5]2[N:6]([C:8]([CH2:11][NH:12][C:13](=[O:19])[O:14][C:15]([CH3:18])([CH3:17])[CH3:16])=[N:9][N:10]=2)[N:7]=1. The yield is 0.750. (9) The reactants are [CH3:1][O:2][C:3]([C:5]1([C:8]2[CH:13]=[CH:12][C:11]([OH:14])=[CH:10][CH:9]=2)[CH2:7][CH2:6]1)=[O:4].[C:15]([O:19][C:20](=[O:23])[CH:21]=[CH2:22])([CH3:18])([CH3:17])[CH3:16]. No catalyst specified. The product is [CH3:1][O:2][C:3]([C:5]1([C:8]2[CH:9]=[CH:10][C:11]([O:14][CH2:22][CH2:21][C:20]([O:19][C:15]([CH3:18])([CH3:17])[CH3:16])=[O:23])=[CH:12][CH:13]=2)[CH2:6][CH2:7]1)=[O:4]. The yield is 0.540. (10) The catalyst is Cl.C1COCC1. The yield is 0.850. The reactants are C(=[N:14][C:15]1[CH:42]=[CH:41][C:18]2[N:19]([CH2:36][CH2:37][CH:38]([CH3:40])[CH3:39])[C:20]([CH2:22][N:23]3[C:27]4[CH:28]=[CH:29][CH:30]=[CH:31][C:26]=4[N:25]([CH:32]([CH3:34])[CH3:33])[C:24]3=[O:35])=[N:21][C:17]=2[CH:16]=1)(C1C=CC=CC=1)C1C=CC=CC=1. The product is [NH2:14][C:15]1[CH:42]=[CH:41][C:18]2[N:19]([CH2:36][CH2:37][CH:38]([CH3:40])[CH3:39])[C:20]([CH2:22][N:23]3[C:27]4[CH:28]=[CH:29][CH:30]=[CH:31][C:26]=4[N:25]([CH:32]([CH3:34])[CH3:33])[C:24]3=[O:35])=[N:21][C:17]=2[CH:16]=1.